This data is from Reaction yield outcomes from USPTO patents with 853,638 reactions. The task is: Predict the reaction yield, written as a fraction of the theoretical maximum amount of product (1.0 means a 100% yield; for example, 0.34 means a 34% yield). (1) The reactants are [OH:1][CH2:2][CH2:3][C:4]#[C:5][C:6]1[CH:23]=[CH:22][C:9]([CH2:10][N:11]2[C:19](=[O:20])[C:18]3[C:13](=[CH:14][CH:15]=[CH:16][CH:17]=3)[C:12]2=[O:21])=[CH:8][CH:7]=1.[H][H]. The catalyst is C(O)C.C(OCC)(=O)C.[Pd]. The product is [OH:1][CH2:2][CH2:3][CH2:4][CH2:5][C:6]1[CH:7]=[CH:8][C:9]([CH2:10][N:11]2[C:19](=[O:20])[C:18]3[C:13](=[CH:14][CH:15]=[CH:16][CH:17]=3)[C:12]2=[O:21])=[CH:22][CH:23]=1. The yield is 0.930. (2) The reactants are [NH2:1][CH2:2][C:3]1[CH:8]=[CH:7][C:6]([C:9]([NH:11][C:12]2[CH:17]=[CH:16][CH:15]=[CH:14][C:13]=2[C:18](=[O:27])[NH:19][C:20]2[CH:25]=[CH:24][C:23]([Cl:26])=[CH:22][N:21]=2)=[O:10])=[CH:5][CH:4]=1.I.CS[C:31]1[NH:32][CH2:33][CH2:34][N:35]=1.C(N(CC)CC)C. The catalyst is CN(C=O)C. The product is [Cl:26][C:23]1[CH:24]=[CH:25][C:20]([NH:19][C:18]([C:13]2[CH:14]=[CH:15][CH:16]=[CH:17][C:12]=2[NH:11][C:9]([C:6]2[CH:5]=[CH:4][C:3]([CH2:2][NH:1][C:31]3[NH:35][CH2:34][CH2:33][N:32]=3)=[CH:8][CH:7]=2)=[O:10])=[O:27])=[N:21][CH:22]=1. The yield is 0.150. (3) The catalyst is C1COCC1.CO.C1C=CC(P(C2C=CC=CC=2)[C-]2C=CC=C2)=CC=1.C1C=CC(P(C2C=CC=CC=2)[C-]2C=CC=C2)=CC=1.Cl[Pd]Cl.[Fe+2]. The yield is 0.710. The reactants are [F:1][C:2]1([F:17])[CH2:7][CH2:6][C:5](B2OC(C)(C)C(C)(C)O2)=[CH:4][CH2:3]1.[Br:18][C:19]1[CH:27]=[CH:26][C:25]([C:28]([NH2:30])=[O:29])=[C:24]2[C:20]=1[CH:21]=[C:22](I)[NH:23]2.C([O-])([O-])=O.[Na+].[Na+].O. The product is [Br:18][C:19]1[CH:27]=[CH:26][C:25]([C:28]([NH2:30])=[O:29])=[C:24]2[C:20]=1[CH:21]=[C:22]([C:5]1[CH2:6][CH2:7][C:2]([F:1])([F:17])[CH2:3][CH:4]=1)[NH:23]2. (4) The reactants are [CH3:1][C:2]1[C:6]2[C:7](=[O:19])[N:8]([CH2:11][CH2:12][N:13]3[CH2:18][CH2:17][CH2:16][CH2:15][CH2:14]3)[CH2:9][CH2:10][C:5]=2[NH:4][C:3]=1[CH:20]=O.[Br:22][C:23]1[CH:24]=[C:25]2[C:29](=[CH:30][CH:31]=1)[NH:28][C:27](=[O:32])[CH2:26]2. No catalyst specified. The product is [Br:22][C:23]1[CH:24]=[C:25]2[C:29](=[CH:30][CH:31]=1)[NH:28][C:27](=[O:32])[C:26]2=[CH:20][C:3]1[NH:4][C:5]2[CH2:10][CH2:9][N:8]([CH2:11][CH2:12][N:13]3[CH2:14][CH2:15][CH2:16][CH2:17][CH2:18]3)[C:7](=[O:19])[C:6]=2[C:2]=1[CH3:1]. The yield is 0.752. (5) The reactants are I[C:2]1[NH:6][C:5]([C@@H:7]2[CH2:11][CH2:10][CH2:9][N:8]2[C:12]([O:14][C:15]([CH3:18])([CH3:17])[CH3:16])=[O:13])=[N:4][CH:3]=1.C(N(CC)CC)C.[C:26]([Si:28]([CH3:31])([CH3:30])[CH3:29])#[CH:27]. The catalyst is [Cu]I.C1C=CC([P]([Pd]([P](C2C=CC=CC=2)(C2C=CC=CC=2)C2C=CC=CC=2)([P](C2C=CC=CC=2)(C2C=CC=CC=2)C2C=CC=CC=2)[P](C2C=CC=CC=2)(C2C=CC=CC=2)C2C=CC=CC=2)(C2C=CC=CC=2)C2C=CC=CC=2)=CC=1.CN(C=O)C. The product is [CH3:29][Si:28]([C:26]#[C:27][C:2]1[NH:6][C:5]([C@@H:7]2[CH2:11][CH2:10][CH2:9][N:8]2[C:12]([O:14][C:15]([CH3:18])([CH3:17])[CH3:16])=[O:13])=[N:4][CH:3]=1)([CH3:31])[CH3:30]. The yield is 0.790. (6) The reactants are CC(OC(/N=N/C(OC(C)C)=O)=O)C.[F:15][C:16]([F:40])([F:39])[C:17]1[N:21]2[N:22]=[C:23]([N:26]3[CH2:31][CH2:30][CH:29]([C:32]4[CH:37]=[CH:36][C:35]([OH:38])=[CH:34][CH:33]=4)[CH2:28][CH2:27]3)[CH:24]=[CH:25][C:20]2=[N:19][N:18]=1.[C:41]([N:44]1[CH2:49][CH2:48][N:47]([CH2:50][C@@H:51](O)[CH2:52][O:53][CH3:54])[CH2:46][CH2:45]1)(=[O:43])[CH3:42].C(P(CCCC)CCCC)CCC.C(C1CNCCN1C[C@@H](O)COC)(=O)C. The catalyst is C1COCC1.C(OCC)(=O)C. The product is [C:41]([N:44]1[CH2:49][CH2:48][N:47]([CH2:50][C@@H:51]([CH2:52][O:53][CH3:54])[O:38][C:35]2[CH:36]=[CH:37][C:32]([CH:29]3[CH2:30][CH2:31][N:26]([C:23]4[CH:24]=[CH:25][C:20]5[N:21]([C:17]([C:16]([F:15])([F:39])[F:40])=[N:18][N:19]=5)[N:22]=4)[CH2:27][CH2:28]3)=[CH:33][CH:34]=2)[CH2:46][CH2:45]1)(=[O:43])[CH3:42]. The yield is 0.190. (7) The yield is 0.675. The product is [NH2:2][CH2:1][C:3]1([C:16](=[O:29])[NH:17][CH2:18][C:19]2[CH:20]=[N:21][C:22]([C:25]([F:28])([F:26])[F:27])=[CH:23][CH:24]=2)[CH2:4][CH2:5][N:6]([C:9]([O:11][C:12]([CH3:15])([CH3:14])[CH3:13])=[O:10])[CH2:7][CH2:8]1. The catalyst is C(O)(=O)C.[Pt](=O)=O. The reactants are [C:1]([C:3]1([C:16](=[O:29])[NH:17][CH2:18][C:19]2[CH:20]=[N:21][C:22]([C:25]([F:28])([F:27])[F:26])=[CH:23][CH:24]=2)[CH2:8][CH2:7][N:6]([C:9]([O:11][C:12]([CH3:15])([CH3:14])[CH3:13])=[O:10])[CH2:5][CH2:4]1)#[N:2].